From a dataset of Reaction yield outcomes from USPTO patents with 853,638 reactions. Predict the reaction yield, written as a fraction of the theoretical maximum amount of product (1.0 means a 100% yield; for example, 0.34 means a 34% yield). (1) The reactants are C([O:8][N:9]1[C:15](=[O:16])[N:14]2[CH2:17][C@H:10]1[CH2:11][CH2:12][C@H:13]2[C:18]([NH:20][N:21]1[CH2:26][CH2:25][CH2:24][CH2:23][C:22]1=[O:27])=[O:19])C1C=CC=CC=1. The catalyst is CO.[Pd]. The product is [OH:8][N:9]1[C:15](=[O:16])[N:14]2[CH2:17][C@H:10]1[CH2:11][CH2:12][C@H:13]2[C:18]([NH:20][N:21]1[CH2:26][CH2:25][CH2:24][CH2:23][C:22]1=[O:27])=[O:19]. The yield is 0.880. (2) The reactants are [Cl:1][C:2]1[N:7]=[C:6]([S:8][CH3:9])[N:5]=[C:4]([NH2:10])[CH:3]=1.Cl[CH2:12][CH:13]=O.O. The catalyst is CCO. The product is [Cl:1][C:2]1[N:7]=[C:6]([S:8][CH3:9])[N:5]2[CH:12]=[CH:13][N:10]=[C:4]2[CH:3]=1. The yield is 1.00.